Dataset: Catalyst prediction with 721,799 reactions and 888 catalyst types from USPTO. Task: Predict which catalyst facilitates the given reaction. Reactant: [C:1]([C:5]1[CH:15]=[CH:14][CH:13]=[CH:12][C:6]=1[O:7][CH:8]1[CH2:11][NH:10][CH2:9]1)([CH3:4])([CH3:3])[CH3:2].C(N(CC)CC)C.[C:23](Cl)(=[O:30])[C:24]1[CH:29]=[CH:28][CH:27]=[CH:26][CH:25]=1. Product: [C:1]([C:5]1[CH:15]=[CH:14][CH:13]=[CH:12][C:6]=1[O:7][CH:8]1[CH2:9][N:10]([C:23]([C:24]2[CH:29]=[CH:28][CH:27]=[CH:26][CH:25]=2)=[O:30])[CH2:11]1)([CH3:4])([CH3:2])[CH3:3]. The catalyst class is: 56.